From a dataset of Full USPTO retrosynthesis dataset with 1.9M reactions from patents (1976-2016). Predict the reactants needed to synthesize the given product. (1) The reactants are: [N+:1]([O-:4])(O)=[O:2].[CH3:5][C:6]1[C:10]([C:11]([NH:13][C:14]2[CH:19]=[CH:18][C:17]([CH2:20][C:21]([O:23][CH2:24][CH3:25])=[O:22])=[CH:16][CH:15]=2)=[O:12])=[C:9]([CH3:26])[O:8][N:7]=1. Given the product [CH3:5][C:6]1[C:10]([C:11]([NH:13][C:14]2[CH:19]=[CH:18][C:17]([CH2:20][C:21]([O:23][CH2:24][CH3:25])=[O:22])=[CH:16][C:15]=2[N+:1]([O-:4])=[O:2])=[O:12])=[C:9]([CH3:26])[O:8][N:7]=1, predict the reactants needed to synthesize it. (2) Given the product [CH2:1]([O:4][C:5]1([C:8]2[CH:9]=[CH:10][C:11]([C:14]#[C:15][C:16]3[CH:26]=[CH:25][C:19]([C:20]([O:22][CH2:23][CH3:24])=[O:21])=[CH:18][CH:17]=3)=[CH:12][CH:13]=2)[CH2:7][CH2:6]1)[C:3]1[CH:35]=[CH:36][CH:31]=[CH:32][CH:33]=1, predict the reactants needed to synthesize it. The reactants are: [CH:1]([O:4][C:5]1([C:8]2[CH:13]=[CH:12][C:11]([C:14]#[C:15][C:16]3[CH:26]=[CH:25][C:19]([C:20]([O:22][CH2:23][CH3:24])=[O:21])=[CH:18][CH:17]=3)=[CH:10][CH:9]=2)[CH2:7][CH2:6]1)([CH3:3])C.C(OC(=O)[C:31]1[CH:36]=[CH:35]C(I)=[CH:33][CH:32]=1)C. (3) Given the product [C:14]([O:7][C:1]1[CH:6]=[CH:5][CH:4]=[CH:3][CH:2]=1)(=[O:21])[C:15]1[CH:20]=[CH:19][CH:18]=[CH:17][CH:16]=1, predict the reactants needed to synthesize it. The reactants are: [C:1]1([OH:7])[CH:6]=[CH:5][CH:4]=[CH:3][CH:2]=1.[K].C1COCC1.[C:14](Cl)(=[O:21])[C:15]1[CH:20]=[CH:19][CH:18]=[CH:17][CH:16]=1. (4) Given the product [N:1]1([C:17]([O:19][C:20]([CH3:23])([CH3:22])[CH3:21])=[O:18])[C:5]2=[CH:6][N:7]=[CH:8][CH:9]=[C:4]2[CH:3]=[C:2]1[C:10]([O:12][CH2:13][CH3:14])=[O:11], predict the reactants needed to synthesize it. The reactants are: [NH:1]1[C:5]2=[CH:6][N:7]=[CH:8][CH:9]=[C:4]2[CH:3]=[C:2]1[C:10]([O:12][CH2:13][CH3:14])=[O:11].[H-].[Na+].[C:17](O[C:17]([O:19][C:20]([CH3:23])([CH3:22])[CH3:21])=[O:18])([O:19][C:20]([CH3:23])([CH3:22])[CH3:21])=[O:18]. (5) The reactants are: [NH:1]1[CH:5]=[CH:4][N:3]=[CH:2]1.[H-].[Li+].Cl.Br[C:10]1[CH:15]=[CH:14][CH:13]=[CH:12][N+:11]=1[O-:16]. Given the product [N:1]1([C:10]2[CH:15]=[CH:14][CH:13]=[CH:12][N+:11]=2[O-:16])[CH:5]=[CH:4][N:3]=[CH:2]1, predict the reactants needed to synthesize it. (6) Given the product [OH:30][C:27]1[CH:28]=[CH:29][C:24]([C:2]2[CH:3]=[C:4]3[C:9](=[CH:10][CH:11]=2)[CH:8]=[C:7]([C:12]([O:14][CH3:15])=[O:13])[CH:6]=[CH:5]3)=[CH:25][CH:26]=1, predict the reactants needed to synthesize it. The reactants are: Br[C:2]1[CH:3]=[C:4]2[C:9](=[CH:10][CH:11]=1)[CH:8]=[C:7]([C:12]([O:14][CH3:15])=[O:13])[CH:6]=[CH:5]2.CC1(C)C(C)(C)OB([C:24]2[CH:29]=[CH:28][C:27]([OH:30])=[CH:26][CH:25]=2)O1.C([O-])([O-])=O.[Na+].[Na+]. (7) Given the product [CH:31]1([CH2:30][O:29][C:22]2[CH:23]=[CH:24][C:25]([O:27][CH3:28])=[CH:26][C:21]=2[C:20]2[C:15]3[NH:14][C:13]([CH3:34])=[C:12]([C:10]([NH:9][C@H:6]4[CH2:7][CH2:8][C@H:3]([NH:2][C:40](=[O:41])[C@@H:39]([OH:38])[CH3:43])[CH2:4][CH2:5]4)=[O:11])[C:16]=3[N:17]=[CH:18][N:19]=2)[CH2:32][CH2:33]1, predict the reactants needed to synthesize it. The reactants are: Cl.[NH2:2][C@H:3]1[CH2:8][CH2:7][C@H:6]([NH:9][C:10]([C:12]2[C:16]3[N:17]=[CH:18][N:19]=[C:20]([C:21]4[CH:26]=[C:25]([O:27][CH3:28])[CH:24]=[CH:23][C:22]=4[O:29][CH2:30][CH:31]4[CH2:33][CH2:32]4)[C:15]=3[NH:14][C:13]=2[CH3:34])=[O:11])[CH2:5][CH2:4]1.C([O:38][C@@H:39]([CH3:43])[C:40](Cl)=[O:41])(=O)C. (8) Given the product [Cl:1][C:2]1[C:3](=[O:23])[N:4]([CH2:9][C:10]([C:12]2[CH:17]=[CH:16][C:15]([N:18]([CH2:21][CH3:22])[CH2:19][CH3:20])=[CH:14][CH:13]=2)=[O:11])[N:5]=[CH:6][C:7]=1[NH:33][C:27]12[CH2:28][CH:29]3[CH2:32][CH:25]([CH2:24][CH:31]1[CH2:30]3)[CH2:26]2, predict the reactants needed to synthesize it. The reactants are: [Cl:1][C:2]1[C:3](=[O:23])[N:4]([CH2:9][C:10]([C:12]2[CH:17]=[CH:16][C:15]([N:18]([CH2:21][CH3:22])[CH2:19][CH3:20])=[CH:14][CH:13]=2)=[O:11])[N:5]=[CH:6][C:7]=1Cl.[CH2:24]1[CH:31]2[C:27]3([NH2:33])[CH2:28][CH:29]([CH2:32][CH:25]1[CH2:26]3)[CH2:30]2.C(N(CC)CC)C.[Cl-].[NH4+].